This data is from Catalyst prediction with 721,799 reactions and 888 catalyst types from USPTO. The task is: Predict which catalyst facilitates the given reaction. (1) Reactant: [CH2:1]([N:8]([CH2:22][C:23]1[S:24][C:25](Br)=[CH:26][CH:27]=1)[S:9]([C:12]1[CH:17]=[CH:16][CH:15]=[CH:14][C:13]=1[C:18]([F:21])([F:20])[F:19])(=[O:11])=[O:10])[C:2]1[CH:7]=[CH:6][CH:5]=[CH:4][CH:3]=1.[CH3:29][S:30]([C:33]1[CH:38]=[C:37](B2OC(C)(C)C(C)(C)O2)[CH:36]=[CH:35][C:34]=1[CH2:48][OH:49])(=[O:32])=[O:31].[F-].[Cs+].C(=O)([O-])[O-].[Na+].[Na+]. Product: [CH2:1]([N:8]([CH2:22][C:23]1[S:24][C:25]([C:37]2[CH:36]=[CH:35][C:34]([CH2:48][OH:49])=[C:33]([S:30]([CH3:29])(=[O:32])=[O:31])[CH:38]=2)=[CH:26][CH:27]=1)[S:9]([C:12]1[CH:17]=[CH:16][CH:15]=[CH:14][C:13]=1[C:18]([F:21])([F:20])[F:19])(=[O:11])=[O:10])[C:2]1[CH:7]=[CH:6][CH:5]=[CH:4][CH:3]=1. The catalyst class is: 57. (2) Reactant: C(N(S(F)(F)[F:7])CC)C.[F:10][C:11]1[C:12]([C:27]2[CH:32]=[CH:31][CH:30]=[CH:29][CH:28]=2)=[C:13]([CH3:26])[C:14]([C:24]#[N:25])=[C:15]2[C:19]=1[O:18][C:17]([C:20](O)([CH3:22])[CH3:21])=[N:16]2.C(=O)([O-])O.[Na+]. Product: [F:10][C:11]1[C:12]([C:27]2[CH:32]=[CH:31][CH:30]=[CH:29][CH:28]=2)=[C:13]([CH3:26])[C:14]([C:24]#[N:25])=[C:15]2[C:19]=1[O:18][C:17]([C:20]([F:7])([CH3:22])[CH3:21])=[N:16]2. The catalyst class is: 4. (3) Reactant: [Cl:1][C:2]1[CH:7]=[C:6]([Cl:8])[CH:5]=[CH:4][C:3]=1[NH:9][C:10]1[C:19]2[C:14](=[CH:15][N:16]=[C:17](F)[CH:18]=2)[N:13]=[CH:12][C:11]=1[C:21]#[N:22].[CH3:23][N:24]([CH3:28])[CH2:25][CH2:26][O-:27].[Na+].O. Product: [Cl:1][C:2]1[CH:7]=[C:6]([Cl:8])[CH:5]=[CH:4][C:3]=1[NH:9][C:10]1[C:19]2[C:14](=[CH:15][N:16]=[C:17]([O:27][CH2:26][CH2:25][N:24]([CH3:28])[CH3:23])[CH:18]=2)[N:13]=[CH:12][C:11]=1[C:21]#[N:22]. The catalyst class is: 7. (4) Reactant: [N:1]1([CH2:6][CH2:7][CH2:8][NH2:9])[CH:5]=[CH:4][N:3]=[CH:2]1.[OH:10][C:11]1[CH:18]=[CH:17][C:16]([CH3:19])=[CH:15][C:12]=1[CH:13]=O.C[Si]([N:24]=[N+:25]=[N-:26])(C)C.[Cl:27][C:28]1[CH:33]=[CH:32][C:31]([CH2:34][N+:35]#[C-:36])=[CH:30][CH:29]=1. Product: [Cl:27][C:28]1[CH:33]=[CH:32][C:31]([CH2:34][N:35]2[C:36]([CH:13]([NH:9][CH2:8][CH2:7][CH2:6][N:1]3[CH:5]=[CH:4][N:3]=[CH:2]3)[C:12]3[CH:15]=[C:16]([CH3:19])[CH:17]=[CH:18][C:11]=3[OH:10])=[N:26][N:25]=[N:24]2)=[CH:30][CH:29]=1. The catalyst class is: 5. (5) The catalyst class is: 254. Reactant: [CH3:1][O-:2].[Na+].Cl[C:5]1[N:6]=[CH:7][C:8]([N:11]2[C:15]([C:16]3[CH:21]=[CH:20][CH:19]=[CH:18][N:17]=3)=[CH:14][C:13]([C:22]([O:24]C)=[O:23])=[N:12]2)=[N:9][CH:10]=1.O.Cl. Product: [CH3:1][O:2][C:5]1[N:6]=[CH:7][C:8]([N:11]2[C:15]([C:16]3[CH:21]=[CH:20][CH:19]=[CH:18][N:17]=3)=[CH:14][C:13]([C:22]([OH:24])=[O:23])=[N:12]2)=[N:9][CH:10]=1.